This data is from Experimentally validated miRNA-target interactions with 360,000+ pairs, plus equal number of negative samples. The task is: Binary Classification. Given a miRNA mature sequence and a target amino acid sequence, predict their likelihood of interaction. (1) The miRNA is hsa-miR-4536-5p with sequence UGUGGUAGAUAUAUGCACGAU. The protein sequence of the target gene is MNKKKKPFLGMPAPLGYVPGLGRGATGFTTRSDIGPARDANDPVDDRHAPPGKRTVGDQMKKNQAADDDDEDLNDTNYDEFNGYAGSLFSSGPYEKDDEEADAIYAALDKRMDERRKERREQREKEEIEKYRMERPKIQQQFSDLKRKLAEVTEEEWLSIPEVGDARNKRQRNPRYEKLTPVPDSFFAKHLQTGENHTSVDPRQTQFGGLNTPYPGGLNTPYPGGMTPGLMTPGTGELDMRKIGQARNTLMDMRLSQVSDSVSGQTVVDPKGYLTDLNSMIPTHGGDINDIKKARLLLKS.... Result: 0 (no interaction). (2) The miRNA is ath-miR400 with sequence UAUGAGAGUAUUAUAAGUCAC. The protein sequence of the target gene is MESALAVPRLPPHDPGTPVLSVVDMHTGGEPLRIVLAGCPEVSGPTLLAKRRYMRQHLDHVRRRLMFEPRGHRDMYGAVLVPSELPDAHLGVLFLHNEGYSSMCGHAVLALGRFALDFGLVPAPPAGTREARVNIHCPCGLVTAFVACEDGRSHGPVRFHSVPAFVLATDLMVDVPGHGKVMVDIAYGGAFYAFVTAEKLGLDICSAKTRDLVDAASAVTEAVKAQFKINHPDSEDLAFLYGTILTDGKDAYTKEPTTNICVFADEQVDRSPTGSGVTARIALQYHKGLLELNQMRAFKS.... Result: 0 (no interaction). (3) The miRNA is cel-miR-247-3p with sequence UGACUAGAGCCUAUUCUCUUCU. The protein sequence of the target gene is MRTAAGAVSPDSRPETRRQTRKNEEAAWGPRVCRAEREDNRKCPPSILKRSRPEHHRPEAKPQRTSRRVWFREPPAVTVHYIADKNATATVRVPGRPRPHGGSLLLQLCVCVLLVLALGLYCGRAKPVATALEDLRARLLGLVLHLRHVALTCWRGLLRL. Result: 0 (no interaction). (4) The miRNA is rno-miR-144-3p with sequence UACAGUAUAGAUGAUGUACU. The protein sequence of the target gene is MERGMHLGAAAAGEDDLFLHKSLSASTSKRLEAAFRSTPPGMDLSLAPPPRERPASSSSSPLGCFEPADPEGAGLLLPPPGGGGGGSAGSGGGGGGGVGVPGLLVGSAGVGGDPSLSSLPAGAALCLKYGESASRGSVAESSGGEQSPDDDSDGRCELVLRAGVADPRASPGAGGGGAKAAEGCSNAHLHGGASVPPGGLGGGGGGGSSSGSSGGGGGSGSGSGGSSSSSSSSSKKSKEQKALRLNINARERRRMHDLNDALDELRAVIPYAHSPSVRKLSKIATLLLAKNYILMQAQAL.... Result: 0 (no interaction).